This data is from Forward reaction prediction with 1.9M reactions from USPTO patents (1976-2016). The task is: Predict the product of the given reaction. (1) Given the reactants [CH3:1][C:2]1[N:6]([CH2:7][C:8]2[CH:13]=[CH:12][C:11]([CH3:14])=[CH:10][CH:9]=2)[N:5]=[C:4]([C:15]([OH:17])=O)[CH:3]=1.N1(OC(N(C)C)=[N+](C)C)[C:22]2[N:23]=[CH:24][CH:25]=[CH:26][C:21]=2N=N1.F[P-](F)(F)(F)(F)F.C(N([CH2:47][CH3:48])CC)C.O.CN([CH:53]=[O:54])C, predict the reaction product. The product is: [OH:54][CH2:53][C@H:24]([NH:23][C:15]([C:4]1[CH:3]=[C:2]([CH3:1])[N:6]([CH2:7][C:8]2[CH:9]=[CH:10][C:11]([CH3:14])=[CH:12][CH:13]=2)[N:5]=1)=[O:17])[C:25]1[CH:26]=[CH:21][CH:22]=[CH:48][CH:47]=1. (2) Given the reactants [CH3:1][C:2]1[C:3]([C:14]2[CH:15]=[N:16][C:17]([CH3:20])=[CH:18][CH:19]=2)=[N:4][N:5]([C:8]2[CH:13]=[CH:12][CH:11]=[CH:10][CH:9]=2)[C:6]=1[NH2:7].C1(C2C=CC([CH2:30][O:31]C)=CC=2CN)CC1.[F:35][C:36]1([C:40]2[CH:45]=[CH:44][C:43]([CH2:46][O:47][CH3:48])=[CH:42][C:41]=2[CH2:49][NH2:50])[CH2:39][O:38][CH2:37]1, predict the reaction product. The product is: [F:35][C:36]1([C:40]2[CH:45]=[CH:44][C:43]([CH2:46][O:47][CH3:48])=[CH:42][C:41]=2[CH2:49][NH:50][C:30]([NH:7][C:6]2[N:5]([C:8]3[CH:9]=[CH:10][CH:11]=[CH:12][CH:13]=3)[N:4]=[C:3]([C:14]3[CH:15]=[N:16][C:17]([CH3:20])=[CH:18][CH:19]=3)[C:2]=2[CH3:1])=[O:31])[CH2:37][O:38][CH2:39]1. (3) The product is: [CH3:1][C:2]1([CH2:8][NH2:9])[CH2:7][CH2:6][O:5][CH2:4][CH2:3]1. Given the reactants [CH3:1][C:2]1([C:8]#[N:9])[CH2:7][CH2:6][O:5][CH2:4][CH2:3]1.[H-].[Al+3].[Li+].[H-].[H-].[H-].O.[OH-].[Na+], predict the reaction product. (4) Given the reactants [OH:1][C@@H:2]1[CH2:6][NH:5][CH2:4][C@@H:3]1[CH2:7][NH:8][C:9](=[O:18])[O:10][CH2:11][C:12]1[CH:17]=[CH:16][CH:15]=[CH:14][CH:13]=1.[CH3:19][O:20][C:21]1[CH:30]=[C:29]2[C:24]([CH:25]=[CH:26][C:27](=[O:34])[N:28]2[CH2:31][CH:32]=O)=[CH:23][CH:22]=1.C(=O)([O-])[O-].[Na+].[Na+].C(O[BH-](OC(=O)C)OC(=O)C)(=O)C.[Na+], predict the reaction product. The product is: [OH:1][C@@H:2]1[CH2:6][N:5]([CH2:32][CH2:31][N:28]2[C:29]3[C:24](=[CH:23][CH:22]=[C:21]([O:20][CH3:19])[CH:30]=3)[CH:25]=[CH:26][C:27]2=[O:34])[CH2:4][C@@H:3]1[CH2:7][NH:8][C:9](=[O:18])[O:10][CH2:11][C:12]1[CH:17]=[CH:16][CH:15]=[CH:14][CH:13]=1. (5) Given the reactants [Br:1][C:2]1[CH:3]=[C:4]([N:8]2[C:12]3[CH2:13][CH2:14][O:15][CH2:16][C:11]=3[C:10]([C:17]([O:19]CC)=O)=[N:9]2)[CH:5]=[CH:6][CH:7]=1.C([NH2:24])=O.C[O-].[Na+], predict the reaction product. The product is: [Br:1][C:2]1[CH:3]=[C:4]([N:8]2[C:12]3[CH2:13][CH2:14][O:15][CH2:16][C:11]=3[C:10]([C:17]([NH2:24])=[O:19])=[N:9]2)[CH:5]=[CH:6][CH:7]=1. (6) Given the reactants Br[C:2]1[CH:3]=[C:4]2[C:8](=[CH:9][CH:10]=1)[N:7]([C:11]1[CH:16]=[CH:15][N:14]=[C:13]([NH2:17])[N:12]=1)[CH:6]=[CH:5]2.[OH2:18], predict the reaction product. The product is: [NH2:17][C:13]1[N:12]=[C:11]([N:7]2[C:8]3[C:4](=[CH:3][C:2]([C:11]([NH:7][CH2:6][CH2:5][C:4]4[CH:8]=[CH:9][CH:10]=[CH:2][CH:3]=4)=[O:18])=[CH:10][CH:9]=3)[CH:5]=[CH:6]2)[CH:16]=[CH:15][N:14]=1. (7) Given the reactants FC(F)(S(F)(=O)=O)C(F)(F)C(F)(F)S(F)(=O)=O.[C:18]([C:39]([S:42]([C:45]([S:50]([C:53]([F:56])([F:55])[F:54])(=[O:52])=[O:51])([Mg:48][Cl:49])[Mg:46][Cl:47])(=[O:44])=[O:43])([F:41])[F:40])([C:21]([S:24]([C:27]([S:32]([C:35]([F:38])([F:37])[F:36])(=[O:34])=[O:33])([Mg:30][Cl:31])[Mg:28][Cl:29])(=[O:26])=[O:25])([F:23])[F:22])([F:20])[F:19].CC(C[C@@H]1NC(=O)[C@H](CCCN)NC(=O)[C@H](C(C)C)NC(=O)[C@H](CC2C=CC(O)=CC=2)NC(=O)[C@H](CCC(N)=O)NC(=O)[C@H](CC(N)=O)NC(=O)[C@@H](CC2C=CC=CC=2)NC(=O)[C@H](CC2C=CC=CC=2)NC(=O)[C@H]2N(CCC2)C(=O)[C@@H](CC2C=CC=CC=2)NC1=O)C, predict the reaction product. The product is: [C:18]([C:21]([S:24]([C:27]([S:32]([C:35]([F:37])([F:36])[F:38])(=[O:33])=[O:34])([Mg:30][Cl:31])[Mg:28][Cl:29])(=[O:26])=[O:25])([F:23])[F:22])([C:39]([S:42]([C:45]([S:50]([C:53]([F:56])([F:55])[F:54])(=[O:51])=[O:52])([Mg:46][Cl:47])[Mg:48][Cl:49])(=[O:44])=[O:43])([F:41])[F:40])([F:20])[F:19].